Dataset: Full USPTO retrosynthesis dataset with 1.9M reactions from patents (1976-2016). Task: Predict the reactants needed to synthesize the given product. (1) The reactants are: [CH2:1]([N:5]1[C:13]2[C:8](=[CH:9][CH:10]=[C:11]([C:14]([O:16]CCCC)=[O:15])[CH:12]=2)[C:7]([C:21](=[O:26])[C:22]([F:25])([F:24])[F:23])=[CH:6]1)[CH2:2][CH2:3][CH3:4].O[Li].O.C1COCC1.O. Given the product [CH2:1]([N:5]1[C:13]2[C:8](=[CH:9][CH:10]=[C:11]([C:14]([OH:16])=[O:15])[CH:12]=2)[C:7]([C:21](=[O:26])[C:22]([F:23])([F:24])[F:25])=[CH:6]1)[CH2:2][CH2:3][CH3:4], predict the reactants needed to synthesize it. (2) The reactants are: S([C:5]1[CH:11]=[CH:10][C:8]([CH3:9])=[CH:7][CH:6]=1)(O)(=O)=O.CNCCCCC=CC.C(N1C[C@@H](O)C[C@H]1C(O)=O)(OC(C)(C)C)=O.[CH2:37]([N:43](C)[C:44]([C@@H:46]1[CH2:50][C@@H:49]([OH:51])[CH2:48][N:47]1[C:52]([O:54][C:55]([CH3:58])([CH3:57])[CH3:56])=[O:53])=[O:45])CCCC=C. Given the product [CH2:9]([N:43]([CH3:37])[C:44]([C@@H:46]1[CH2:50][C@@H:49]([OH:51])[CH2:48][N:47]1[C:52]([O:54][C:55]([CH3:57])([CH3:56])[CH3:58])=[O:53])=[O:45])[CH2:8][CH2:10][CH2:11][CH2:5][CH:6]=[CH2:7], predict the reactants needed to synthesize it. (3) Given the product [CH3:1][O:2][CH2:3][CH2:4][CH2:5][O:6][C:7]1[CH:8]=[C:9]([CH:29]=[CH:30][C:31]=1[O:32][CH3:33])[CH2:10][C@H:11]([CH:26]([CH3:28])[CH3:27])[CH2:12][C@H:13]([NH2:14])[C:18]([O:19][CH3:20])=[O:36], predict the reactants needed to synthesize it. The reactants are: [CH3:1][O:2][CH2:3][CH2:4][CH2:5][O:6][C:7]1[CH:8]=[C:9]([CH:29]=[CH:30][C:31]=1[O:32][CH3:33])[CH2:10][C@H:11]([CH:26]([CH3:28])[CH3:27])[CH2:12][C@H:13]1[C:18]([O:19][CH3:20])=N[C@H](C(C)C)C(OC)=[N:14]1.Cl.C([O-])([O-])=[O:36].[Na+].[Na+]. (4) Given the product [F:1][C:2]([O:6][C:7]1[CH:14]=[CH:13][C:10]([CH2:11][OH:12])=[CH:9][CH:8]=1)=[C:3]([F:5])[F:4], predict the reactants needed to synthesize it. The reactants are: [F:1][C:2]([O:6][C:7]1[CH:14]=[CH:13][C:10]([CH:11]=[O:12])=[CH:9][CH:8]=1)=[C:3]([F:5])[F:4].[BH4-].[Na+]. (5) Given the product [Cl:1][C:2]1[CH:3]=[CH:4][C:5]([NH:8][C:9]2[C:17]3[C:12](=[CH:13][N:14]=[CH:15][CH:16]=3)[O:11][C:10]=2[C:18]([NH:64][CH2:65][CH:66]([OH:68])[CH3:67])=[O:20])=[CH:6][CH:7]=1, predict the reactants needed to synthesize it. The reactants are: [Cl:1][C:2]1[CH:7]=[CH:6][C:5]([NH:8][C:9]2[C:17]3[C:12](=[CH:13][N:14]=[CH:15][CH:16]=3)[O:11][C:10]=2[C:18]([OH:20])=O)=[CH:4][CH:3]=1.C1C=CC2N(O)N=NC=2C=1.CN(C(ON1N=NC2C=CC=CC1=2)=[N+](C)C)C.F[P-](F)(F)(F)(F)F.C(N(C(C)C)CC)(C)C.[NH2:64][CH2:65][CH:66]([OH:68])[CH3:67].